From a dataset of Reaction yield outcomes from USPTO patents with 853,638 reactions. Predict the reaction yield, written as a fraction of the theoretical maximum amount of product (1.0 means a 100% yield; for example, 0.34 means a 34% yield). (1) The reactants are [CH2:1]([O:3][C:4]([C:6]1[CH:7]=[C:8]([NH:12][CH:13]([C:17]2[CH:18]=[N:19][C:20]([O:23][CH3:24])=[CH:21][CH:22]=2)[C:14]([OH:16])=[O:15])[CH:9]=[CH:10][CH:11]=1)=[O:5])[CH3:2].[N:25]12[CH2:32][CH2:31][CH:28]([CH2:29][CH2:30]1)[C@@H:27](O)[CH2:26]2.C1C=CC2N(O)N=NC=2C=1.C1CCC(N=C=NC2CCCCC2)CC1. The catalyst is C1COCC1. The product is [CH3:24][O:23][C:20]1[N:19]=[CH:18][C:17]([CH:13]([NH:12][C:8]2[CH:7]=[C:6]([CH:11]=[CH:10][CH:9]=2)[C:4]([O:3][CH2:1][CH3:2])=[O:5])[C:14](=[O:16])[O:15][C@@H:27]2[CH:28]3[CH2:31][CH2:32][N:25]([CH2:30][CH2:29]3)[CH2:26]2)=[CH:22][CH:21]=1. The yield is 0.275. (2) The reactants are [Br:1][C:2]1[CH:3]=[C:4]([N:8]2[C:12]3=[N:13][C:14](Cl)=[CH:15][CH:16]=[C:11]3[C:10]([C:18]([O:20]C)=[O:19])=[N:9]2)[CH:5]=[CH:6][CH:7]=1.[CH3:22][O-:23].[Na+].CO.Cl. The catalyst is CN(C=O)C. The product is [Br:1][C:2]1[CH:3]=[C:4]([N:8]2[C:12]3=[N:13][C:14]([O:23][CH3:22])=[CH:15][CH:16]=[C:11]3[C:10]([C:18]([OH:20])=[O:19])=[N:9]2)[CH:5]=[CH:6][CH:7]=1. The yield is 0.530. (3) The reactants are [CH2:1]([O:8][C:9]([NH:11][C@@H:12]([CH2:17][C:18]1[C:27]2[C:22](=[CH:23][CH:24]=[CH:25][CH:26]=2)[CH:21]=[CH:20][CH:19]=1)[C:13](=[O:16])[CH2:14][Cl:15])=[O:10])[C:2]1[CH:7]=[CH:6][CH:5]=[CH:4][CH:3]=1.C(O)=O. The catalyst is C(OCC)(=O)C.C1(C)C=CC(S(N[C@@H](C2C=CC=CC=2)[C@H](C2C=CC=CC=2)N)(=O)=O)=CC=1.Cl[Rh+]C1(C)C(C)=C(C)C(C)=C1C. The product is [CH2:1]([O:8][C:9]([NH:11][C@@H:12]([CH2:17][C:18]1[C:27]2[C:22](=[CH:23][CH:24]=[CH:25][CH:26]=2)[CH:21]=[CH:20][CH:19]=1)[C@H:13]([OH:16])[CH2:14][Cl:15])=[O:10])[C:2]1[CH:7]=[CH:6][CH:5]=[CH:4][CH:3]=1. The yield is 0.933. (4) The reactants are [C:1]1([OH:11])[C:10]2[CH2:9][CH2:8][CH2:7][CH2:6][C:5]=2[CH:4]=[CH:3][CH:2]=1.[C:12]([N:15]1[CH2:20][CH2:19][CH2:18][CH2:17][C:16]1=O)(=[O:14])[CH3:13]. No catalyst specified. The product is [OH:11][C:1]1[C:10]2[CH2:9][CH2:8][CH2:7][CH2:6][C:5]=2[CH:4]=[CH:3][C:2]=1[C:18]1[CH2:19][CH2:20][N:15]([C:12](=[O:14])[CH3:13])[CH2:16][CH:17]=1. The yield is 1.00.